Task: Predict the product of the given reaction.. Dataset: Forward reaction prediction with 1.9M reactions from USPTO patents (1976-2016) (1) Given the reactants [NH2:1][CH:2]([C:4]1[CH:5]=[C:6]([C:10]2[N:15]=[C:14]([NH:16][C:17]3[CH:18]=[C:19]4[C:23](=[CH:24][CH:25]=3)[N:22](C(OC(C)(C)C)=O)[N:21]=[CH:20]4)[CH:13]=[CH:12][N:11]=2)[CH:7]=[CH:8][CH:9]=1)[CH3:3], predict the reaction product. The product is: [NH2:1][CH:2]([C:4]1[CH:5]=[C:6]([C:10]2[N:15]=[C:14]([NH:16][C:17]3[CH:18]=[C:19]4[C:23](=[CH:24][CH:25]=3)[NH:22][N:21]=[CH:20]4)[CH:13]=[CH:12][N:11]=2)[CH:7]=[CH:8][CH:9]=1)[CH3:3]. (2) The product is: [CH2:1]([O:3][C:4](=[O:17])[C:5]([F:16])([F:15])[C:6]1[CH:11]=[CH:10][C:9]([NH:12][C:26](=[O:27])[C:25]2[CH:29]=[CH:30][CH:31]=[C:23]([C:22]([F:21])([F:32])[F:33])[CH:24]=2)=[CH:8][CH:7]=1)[CH3:2]. Given the reactants [CH2:1]([O:3][C:4](=[O:17])[C:5]([F:16])([F:15])[C:6]1[CH:11]=[CH:10][C:9]([N+:12]([O-])=O)=[CH:8][CH:7]=1)[CH3:2].ClCCl.[F:21][C:22]([F:33])([F:32])[C:23]1[CH:24]=[C:25]([CH:29]=[CH:30][CH:31]=1)[C:26](Cl)=[O:27].CCN(C(C)C)C(C)C, predict the reaction product. (3) The product is: [NH2:38][CH2:39][CH2:40][N:1]([CH2:74][CH2:73][NH2:72])[C@H:2]1[CH2:7][CH2:6][CH2:5][N:4]([CH2:8][C:9]2[C:18]([Cl:19])=[C:17]3[C:12]([C:13](=[O:33])[N:14]([CH2:20][C:21]4[CH:26]=[C:25]([Cl:27])[CH:24]=[CH:23][C:22]=4[S:28]([CH2:31][CH3:32])(=[O:30])=[O:29])[CH:15]=[N:16]3)=[CH:11][C:10]=2[C:34]([F:35])([F:36])[F:37])[CH2:3]1. Given the reactants [NH2:1][C@H:2]1[CH2:7][CH2:6][CH2:5][N:4]([CH2:8][C:9]2[C:18]([Cl:19])=[C:17]3[C:12]([C:13](=[O:33])[N:14]([CH2:20][C:21]4[CH:26]=[C:25]([Cl:27])[CH:24]=[CH:23][C:22]=4[S:28]([CH2:31][CH3:32])(=[O:30])=[O:29])[CH:15]=[N:16]3)=[CH:11][C:10]=2[C:34]([F:37])([F:36])[F:35])[CH2:3]1.[NH2:38][C:39]1C=CC(C(F)(F)F)=C[C:40]=1C(NCC1C=C(Br)C=CC=1S(CC)(=O)=O)=O.C(OC([NH:72][C@H:73](C)[C:74](O)=O)=O)(C)(C)C.CN(C(ON1N=NC2C=CC=NC1=2)=[N+](C)C)C.F[P-](F)(F)(F)(F)F, predict the reaction product. (4) The product is: [ClH:22].[Cl:22][C:19]1[CH:20]=[CH:21][C:16]([NH:15][C:9]2[C:8]3[C:13](=[CH:14][C:5]([O:4][CH2:3][CH2:2][S:26][C:27]4[N:31]([CH3:32])[N:30]=[N:29][N:28]=4)=[C:6]([O:24][CH3:25])[CH:7]=3)[N:12]=[CH:11][N:10]=2)=[C:17]([F:23])[CH:18]=1. Given the reactants Br[CH2:2][CH2:3][O:4][C:5]1[CH:14]=[C:13]2[C:8]([C:9]([NH:15][C:16]3[CH:21]=[CH:20][C:19]([Cl:22])=[CH:18][C:17]=3[F:23])=[N:10][CH:11]=[N:12]2)=[CH:7][C:6]=1[O:24][CH3:25].[SH:26][C:27]1[N:31]([CH3:32])[N:30]=[N:29][N:28]=1, predict the reaction product. (5) The product is: [F:1][C:2]1[CH:7]=[CH:6][C:5]([C:8]2[S:12][C:11]3[CH:13]=[C:14]([OH:17])[CH:15]=[CH:16][C:10]=3[C:9]=2[O:19][C:20]2[CH:21]=[CH:22][C:23](/[CH:24]=[CH:25]/[C:26]3[O:30][C:29](=[O:31])[NH:28][N:27]=3)=[CH:32][CH:33]=2)=[C:4]([CH3:34])[CH:3]=1. Given the reactants [F:1][C:2]1[CH:7]=[CH:6][C:5]([C:8]2[S:12][C:11]3[CH:13]=[C:14]([O:17]C)[CH:15]=[CH:16][C:10]=3[C:9]=2[O:19][C:20]2[CH:33]=[CH:32][C:23](/[CH:24]=[CH:25]/[C:26]3[O:30][C:29](=[O:31])[NH:28][N:27]=3)=[CH:22][CH:21]=2)=[C:4]([CH3:34])[CH:3]=1.B(Br)(Br)Br, predict the reaction product. (6) The product is: [C:15]([O:14][C:12]([NH:1][C:2](=[CH2:3])[C:8]([O:10][CH3:11])=[O:9])=[O:13])([CH3:18])([CH3:17])[CH3:16]. Given the reactants [NH:1]([C:12]([O:14][C:15]([CH3:18])([CH3:17])[CH3:16])=[O:13])[C@H:2]([C:8]([O:10][CH3:11])=[O:9])[CH2:3]SSCC.C(=O)([O-])[O-].[K+].[K+].C(OCC)(=O)C, predict the reaction product. (7) Given the reactants [Br:1][C:2]1[CH:3]=[C:4]([C@H:9]([NH:12][C:13](=[O:19])[O:14][C:15]([CH3:18])([CH3:17])[CH3:16])[CH2:10][OH:11])[CH:5]=[C:6]([F:8])[CH:7]=1.C(N(CC)CC)C.[CH3:27][S:28](Cl)(=[O:30])=[O:29].C([O-])(O)=O.[Na+], predict the reaction product. The product is: [CH3:27][S:28]([O:11][CH2:10][C@@H:9]([NH:12][C:13]([O:14][C:15]([CH3:16])([CH3:18])[CH3:17])=[O:19])[C:4]1[CH:5]=[C:6]([F:8])[CH:7]=[C:2]([Br:1])[CH:3]=1)(=[O:30])=[O:29]. (8) Given the reactants [Cl:1][C:2]1[N:11]=[CH:10][CH:9]=[C:8]([C:12]#[N:13])[C:3]=1[C:4]([O:6][CH3:7])=[O:5], predict the reaction product. The product is: [NH2:13][CH2:12][C:8]1[C:3]([C:4]([O:6][CH3:7])=[O:5])=[C:2]([Cl:1])[N:11]=[CH:10][CH:9]=1. (9) Given the reactants C[N:2]([CH:4]=[N:5][C:6]([C:8]1([C:14]2[CH:19]=[CH:18][C:17]([O:20][CH2:21][CH2:22][CH2:23][N:24]3[CH2:28][CH2:27][CH2:26][CH2:25]3)=[CH:16][CH:15]=2)[CH2:13][CH2:12][O:11][CH2:10][CH2:9]1)=O)C.O.[NH2:30]N, predict the reaction product. The product is: [N:24]1([CH2:23][CH2:22][CH2:21][O:20][C:17]2[CH:18]=[CH:19][C:14]([C:8]3([C:6]4[N:5]=[CH:4][NH:2][N:30]=4)[CH2:13][CH2:12][O:11][CH2:10][CH2:9]3)=[CH:15][CH:16]=2)[CH2:25][CH2:26][CH2:27][CH2:28]1. (10) Given the reactants [CH2:1]([C@H:8]1[CH2:12][O:11][C:10](=[O:13])[N:9]1[C:14](=[O:18])[CH2:15][CH2:16][CH3:17])[C:2]1[CH:7]=[CH:6][CH:5]=[CH:4][CH:3]=1.C[Si]([N-][Si](C)(C)C)(C)C.[Na+].[F:29][C:30]([F:40])([F:39])[C:31]1[CH:38]=[CH:37][C:34]([CH2:35]Br)=[CH:33][CH:32]=1.Cl, predict the reaction product. The product is: [CH2:1]([C@H:8]1[CH2:12][O:11][C:10](=[O:13])[N:9]1[C:14](=[O:18])[C@@H:15]([CH2:35][C:34]1[CH:33]=[CH:32][C:31]([C:30]([F:29])([F:39])[F:40])=[CH:38][CH:37]=1)[CH2:16][CH3:17])[C:2]1[CH:3]=[CH:4][CH:5]=[CH:6][CH:7]=1.